This data is from Forward reaction prediction with 1.9M reactions from USPTO patents (1976-2016). The task is: Predict the product of the given reaction. Given the reactants C([O-])=O.[NH4+].C([O:12][C:13]1[CH:39]=[CH:38][C:16]([C:17]([NH:19][CH2:20][C:21](=[O:37])[N:22]2[CH2:27][CH2:26][N:25]([C:28](=[O:36])[CH2:29][C:30]3[CH:35]=[CH:34][CH:33]=[CH:32][CH:31]=3)[CH2:24][CH2:23]2)=[O:18])=[CH:15][CH:14]=1)C1C=CC=CC=1, predict the reaction product. The product is: [OH:12][C:13]1[CH:14]=[CH:15][C:16]([C:17]([NH:19][CH2:20][C:21](=[O:37])[N:22]2[CH2:23][CH2:24][N:25]([C:28](=[O:36])[CH2:29][C:30]3[CH:31]=[CH:32][CH:33]=[CH:34][CH:35]=3)[CH2:26][CH2:27]2)=[O:18])=[CH:38][CH:39]=1.